Regression. Given two drug SMILES strings and cell line genomic features, predict the synergy score measuring deviation from expected non-interaction effect. From a dataset of NCI-60 drug combinations with 297,098 pairs across 59 cell lines. (1) Drug 1: CC1C(C(=O)NC(C(=O)N2CCCC2C(=O)N(CC(=O)N(C(C(=O)O1)C(C)C)C)C)C(C)C)NC(=O)C3=C4C(=C(C=C3)C)OC5=C(C(=O)C(=C(C5=N4)C(=O)NC6C(OC(=O)C(N(C(=O)CN(C(=O)C7CCCN7C(=O)C(NC6=O)C(C)C)C)C)C(C)C)C)N)C. Drug 2: CC1=C(N=C(N=C1N)C(CC(=O)N)NCC(C(=O)N)N)C(=O)NC(C(C2=CN=CN2)OC3C(C(C(C(O3)CO)O)O)OC4C(C(C(C(O4)CO)O)OC(=O)N)O)C(=O)NC(C)C(C(C)C(=O)NC(C(C)O)C(=O)NCCC5=NC(=CS5)C6=NC(=CS6)C(=O)NCCC[S+](C)C)O. Cell line: A498. Synergy scores: CSS=17.5, Synergy_ZIP=-7.23, Synergy_Bliss=-0.848, Synergy_Loewe=-2.88, Synergy_HSA=-1.37. (2) Drug 1: CC1CCC2CC(C(=CC=CC=CC(CC(C(=O)C(C(C(=CC(C(=O)CC(OC(=O)C3CCCCN3C(=O)C(=O)C1(O2)O)C(C)CC4CCC(C(C4)OC)O)C)C)O)OC)C)C)C)OC. Drug 2: CC(C)CN1C=NC2=C1C3=CC=CC=C3N=C2N. Cell line: UACC-257. Synergy scores: CSS=0.303, Synergy_ZIP=0.679, Synergy_Bliss=-0.467, Synergy_Loewe=0.174, Synergy_HSA=-2.74.